Dataset: Forward reaction prediction with 1.9M reactions from USPTO patents (1976-2016). Task: Predict the product of the given reaction. (1) The product is: [C:1]([O:7][CH2:8][CH2:9][CH2:10][C@H:11]([OH:17])[CH2:12][C:13]#[C:14][CH2:15][O:16][S:28]([C:21]1[C:22]([CH3:27])=[CH:23][C:24]([CH3:26])=[CH:25][C:20]=1[CH3:32])(=[O:30])=[O:29])(=[O:6])[C:2]([CH3:5])([CH3:4])[CH3:3]. Given the reactants [C:1]([O:7][CH2:8][CH2:9][CH2:10][C@H:11]([OH:17])[CH2:12][C:13]#[C:14][CH2:15][OH:16])(=[O:6])[C:2]([CH3:5])([CH3:4])[CH3:3].[OH-].[Na+].[C:20]1([CH3:32])[CH:25]=[C:24]([CH3:26])[CH:23]=[C:22]([CH3:27])[C:21]=1[S:28](Cl)(=[O:30])=[O:29], predict the reaction product. (2) Given the reactants Br[C:2]1[CH:7]=[CH:6][C:5]([CH:8]2[CH2:12][CH2:11][CH:10]([C:13]3[CH:18]=[CH:17][C:16](Br)=[CH:15][CH:14]=3)[N:9]2[C:20]2[CH:25]=[CH:24][C:23]([C:26]([CH3:29])([CH3:28])[CH3:27])=[CH:22][CH:21]=2)=[CH:4][CH:3]=1.[C:30]([Cu])#[N:31].[CH3:33][NH:34]C.O, predict the reaction product. The product is: [C:26]([C:23]1[CH:24]=[CH:25][C:20]([N:9]2[CH:8]([C:5]3[CH:6]=[CH:7][C:2]([C:33]#[N:34])=[CH:3][CH:4]=3)[CH2:12][CH2:11][CH:10]2[C:13]2[CH:18]=[CH:17][C:16]([C:30]#[N:31])=[CH:15][CH:14]=2)=[CH:21][CH:22]=1)([CH3:28])([CH3:29])[CH3:27]. (3) The product is: [ClH:33].[O:15]1[CH2:16][CH2:17][CH2:18][CH:14]1[C:12]([NH2:11])=[O:13]. Given the reactants BrC1C(N2CCC[C@@H](NC(=O)OC(C)(C)C)C2)=C2C([NH:11][C:12]([CH:14]3[CH2:18][CH2:17][CH2:16][O:15]3)=[O:13])=CNC2=NC=1.[ClH:33], predict the reaction product. (4) Given the reactants Br[C:2]1[CH:3]=[CH:4][C:5]([C:8]2[NH:9][C:10]([CH:13]([C:21]3[CH:26]=[CH:25][C:24]([S:27]([CH3:30])(=[O:29])=[O:28])=[CH:23][CH:22]=3)[CH2:14][CH:15]3[CH2:20][CH2:19][O:18][CH2:17][CH2:16]3)=[CH:11][CH:12]=2)=[N:6][CH:7]=1.[CH2:31]([Sn](CCCC)(CCCC)C=C)[CH2:32]CC, predict the reaction product. The product is: [CH:31]([C:2]1[CH:3]=[CH:4][C:5]([C:8]2[NH:9][C:10]([CH:13]([C:21]3[CH:22]=[CH:23][C:24]([S:27]([CH3:30])(=[O:28])=[O:29])=[CH:25][CH:26]=3)[CH2:14][CH:15]3[CH2:16][CH2:17][O:18][CH2:19][CH2:20]3)=[CH:11][CH:12]=2)=[N:6][CH:7]=1)=[CH2:32].